From a dataset of Forward reaction prediction with 1.9M reactions from USPTO patents (1976-2016). Predict the product of the given reaction. (1) Given the reactants Br[C:2]1[CH:7]=[C:6]([C:8]([F:11])([F:10])[F:9])[CH:5]=[C:4]([F:12])[CH:3]=1.[Li]CCCC.[Cl:18][C:19]1[CH:20]=[CH:21][C:22]([C:25]#N)=[N:23][CH:24]=1.CC[O:29]CC, predict the reaction product. The product is: [Cl:18][C:19]1[CH:20]=[CH:21][C:22]([C:25]([C:2]2[CH:7]=[C:6]([C:8]([F:11])([F:10])[F:9])[CH:5]=[C:4]([F:12])[CH:3]=2)=[O:29])=[N:23][CH:24]=1. (2) Given the reactants [F:1][C:2]([F:11])([F:10])[C:3]1[CH:8]=[CH:7][N:6]=[C:5]([NH2:9])[CH:4]=1.Cl[C:13](=[CH:19]O)[C:14]([O:16]CC)=[O:15].O.[Li+].[OH-], predict the reaction product. The product is: [F:11][C:2]([F:1])([F:10])[C:3]1[CH:8]=[CH:7][N:6]2[C:13]([C:14]([OH:16])=[O:15])=[CH:19][N:9]=[C:5]2[CH:4]=1. (3) Given the reactants [Cl:1][C:2]1[N:7]=[C:6]([NH2:8])[C:5]([O:9]C)=[N:4][CH:3]=1.BrB(Br)Br.CO.C([O-])(O)=O.[Na+], predict the reaction product. The product is: [NH2:8][C:6]1[C:5]([OH:9])=[N:4][CH:3]=[C:2]([Cl:1])[N:7]=1.